This data is from Forward reaction prediction with 1.9M reactions from USPTO patents (1976-2016). The task is: Predict the product of the given reaction. (1) Given the reactants [Cl:1][C:2]1[CH:25]=[C:24]([Cl:26])[CH:23]=[CH:22][C:3]=1[CH2:4][O:5][C:6]1[CH:11]=[C:10]([O:12][CH2:13][CH2:14][O:15][CH3:16])[CH:9]=[CH:8][C:7]=1/[CH:17]=[CH:18]/[C:19]([OH:21])=O.CC1C=CC=C([N+]([O-])=O)C=1C(OC(=O)C1C([N+]([O-])=O)=CC=CC=1C)=O.[CH2:52]([S:57]([NH2:60])(=[O:59])=[O:58])[CH2:53][CH2:54][CH2:55][CH3:56].[Cl-].[NH4+], predict the reaction product. The product is: [Cl:1][C:2]1[CH:25]=[C:24]([Cl:26])[CH:23]=[CH:22][C:3]=1[CH2:4][O:5][C:6]1[CH:11]=[C:10]([O:12][CH2:13][CH2:14][O:15][CH3:16])[CH:9]=[CH:8][C:7]=1/[CH:17]=[CH:18]/[C:19]([NH:60][S:57]([CH2:52][CH2:53][CH2:54][CH2:55][CH3:56])(=[O:59])=[O:58])=[O:21]. (2) Given the reactants O.[C@@H:2]1([N:11]2[C:21]3[N:20]=[C:18]([NH2:19])[NH:17][C:15](=O)[C:14]=3[N:13]=[CH:12]2)[O:10][C@H:7]([CH2:8][OH:9])[C@@H:5]([OH:6])[C@H:3]1[OH:4].[SiH3][NH:23][SiH3].C1(C)C=CC=CC=1.C(O)(C)C.[OH-].[NH4+].O, predict the reaction product. The product is: [CH:12]1[N:11]([CH:2]2[O:10][CH:7]([CH2:8][OH:9])[CH:5]([OH:6])[CH:3]2[OH:4])[C:21]2[N:20]=[C:18]([NH2:19])[N:17]=[C:15]([NH2:23])[C:14]=2[N:13]=1. (3) Given the reactants [Cl:1][C:2]1[CH:9]=[CH:8][CH:7]=[C:6]([F:10])[C:3]=1[CH:4]=O.[N+:11]([C:13]1[CH:22]=[CH:21][C:16]2[O:17][CH2:18][CH2:19][O:20][C:15]=2[CH:14]=1)#[C-:12].[NH2:23][C:24]1[N:29]=[CH:28][C:27]([S:30]([N:33]([CH3:35])[CH3:34])(=[O:32])=[O:31])=[CH:26][CH:25]=1.[Br-].C([N+]1C=CN(C)C=1)CCC, predict the reaction product. The product is: [Cl:1][C:2]1[CH:9]=[CH:8][CH:7]=[C:6]([F:10])[C:3]=1[C:4]1[N:23]=[C:24]2[CH:25]=[CH:26][C:27]([S:30]([N:33]([CH3:35])[CH3:34])(=[O:32])=[O:31])=[CH:28][N:29]2[C:12]=1[NH:11][C:13]1[CH:22]=[CH:21][C:16]2[O:17][CH2:18][CH2:19][O:20][C:15]=2[CH:14]=1.